Dataset: Catalyst prediction with 721,799 reactions and 888 catalyst types from USPTO. Task: Predict which catalyst facilitates the given reaction. (1) Reactant: B(Br)(Br)Br.C[O:6][C:7]1[C:16]([C:17]([O:19][CH3:20])=[O:18])=[CH:15][CH:14]=[CH:13][C:8]=1[C:9]([O:11][CH3:12])=[O:10]. Product: [OH:6][C:7]1[C:16]([C:17]([O:19][CH3:20])=[O:18])=[CH:15][CH:14]=[CH:13][C:8]=1[C:9]([O:11][CH3:12])=[O:10]. The catalyst class is: 2. (2) Reactant: [Br:1][C:2]1[CH:10]=[CH:9][C:5]([C:6]([OH:8])=O)=[CH:4][C:3]=1[CH3:11].[NH2:12][C@H:13]1[CH2:18][CH2:17][C@H:16]([OH:19])[CH2:15][CH2:14]1.C(N(CC)C(C)C)(C)C.F[P-](F)(F)(F)(F)F.CN(C(ON1C2=NC=CC=C2N=N1)=[N+](C)C)C. Product: [Br:1][C:2]1[CH:10]=[CH:9][C:5]([C:6]([NH:12][C@H:13]2[CH2:18][CH2:17][C@H:16]([OH:19])[CH2:15][CH2:14]2)=[O:8])=[CH:4][C:3]=1[CH3:11]. The catalyst class is: 18. (3) Reactant: Br[C:2]1[CH:7]=[CH:6][C:5]([Br:8])=[CH:4][N:3]=1.[CH3:9][C:10]1[O:14][C:13]([C:15]2[CH:20]=[CH:19][CH:18]=[CH:17][CH:16]=2)=[N:12][C:11]=1[CH2:21][CH2:22][OH:23].CC(C)([O-])C.[K+]. Product: [Br:8][C:5]1[CH:6]=[CH:7][C:2]([O:23][CH2:22][CH2:21][C:11]2[N:12]=[C:13]([C:15]3[CH:20]=[CH:19][CH:18]=[CH:17][CH:16]=3)[O:14][C:10]=2[CH3:9])=[N:3][CH:4]=1. The catalyst class is: 7. (4) Reactant: C[O:2][C:3]1[CH:8]=[CH:7][C:6]([C:9]2[C:13]([C:14]3[CH:19]=[CH:18][C:17]([O:20][CH2:21][CH2:22][CH:23]4[CH2:28][CH2:27][CH2:26][CH2:25][NH:24]4)=[CH:16][CH:15]=3)=[C:12]([C:29]3[CH:34]=[CH:33][C:32]([O:35]C)=[CH:31][CH:30]=3)[O:11][N:10]=2)=[CH:5][CH:4]=1.[Cl-].[Al+3].[Cl-].[Cl-].C(S)C. Product: [OH:35][C:32]1[CH:33]=[CH:34][C:29]([C:12]2[O:11][N:10]=[C:9]([C:6]3[CH:5]=[CH:4][C:3]([OH:2])=[CH:8][CH:7]=3)[C:13]=2[C:14]2[CH:19]=[CH:18][C:17]([O:20][CH2:21][CH2:22][CH:23]3[CH2:28][CH2:27][CH2:26][CH2:25][NH:24]3)=[CH:16][CH:15]=2)=[CH:30][CH:31]=1. The catalyst class is: 68. (5) Reactant: C(O[C:6](=O)[N:7]([CH2:9][CH:10]1[CH2:19][C:18]([OH:21])([CH3:20])[C:17]2[C:12](=[CH:13][C:14]([S:22]([C:25]3[CH:30]=[CH:29][CH:28]=[CH:27][CH:26]=3)(=[O:24])=[O:23])=[CH:15][CH:16]=2)[O:11]1)C)(C)(C)C.C(O)(C(F)(F)F)=O.FC(F)(F)C([O-])=O. Product: [C:25]1([S:22]([C:14]2[CH:13]=[C:12]3[C:17]([C:18]([CH3:20])([OH:21])[CH2:19][CH:10]([CH2:9][NH:7][CH3:6])[O:11]3)=[CH:16][CH:15]=2)(=[O:23])=[O:24])[CH:26]=[CH:27][CH:28]=[CH:29][CH:30]=1. The catalyst class is: 2. (6) Reactant: [F:1][C:2]1[CH:3]=[CH:4][C:5]([O:33][CH3:34])=[C:6]([C:8]2[CH:13]=[CH:12][N:11]=[C:10]3[NH:14][C:15]([C:17]4[CH2:21][N:20](C(OC(C)(C)C)=O)[C@@H:19]([C:29]([O:31]C)=[O:30])[CH:18]=4)=[CH:16][C:9]=23)[CH:7]=1.[OH-].[Na+].P(=O)(O)(O)O.C(OCC)(=O)C. Product: [F:1][C:2]1[CH:3]=[CH:4][C:5]([O:33][CH3:34])=[C:6]([C:8]2[CH:13]=[CH:12][N:11]=[C:10]3[NH:14][C:15]([C:17]4[CH2:21][NH:20][CH:19]([C:29]([OH:31])=[O:30])[CH:18]=4)=[CH:16][C:9]=23)[CH:7]=1. The catalyst class is: 12. (7) Reactant: [CH:1]1[CH:2]=[CH:3][C:4]2[N:9](O)N=[N:7][C:5]=2[CH:6]=1.[CH2:11](Cl)[CH2:12]Cl.Cl.[CH2:16]([O:23][NH2:24])[C:17]1[CH:22]=[CH:21][CH:20]=[CH:19][CH:18]=1.CC[N:27]([CH:31]([CH3:33])[CH3:32])[CH:28]([CH3:30])C.[C:34](O)(=O)[CH2:35][C:36]([CH2:41][C:42]([OH:44])=O)([C:38]([OH:40])=O)O. Product: [CH2:16]([O:23][NH:24][C:42](=[O:44])[CH2:41][CH:36]([C:38]([N:27]1[CH2:28][CH2:30][CH2:33][CH:31]1[C:32]1[NH:9][C:4]2[CH:3]=[CH:2][CH:1]=[CH:6][C:5]=2[N:7]=1)=[O:40])[CH2:35][CH2:34][CH2:11][CH3:12])[C:17]1[CH:22]=[CH:21][CH:20]=[CH:19][CH:18]=1. The catalyst class is: 85.